Predict the reaction yield, written as a fraction of the theoretical maximum amount of product (1.0 means a 100% yield; for example, 0.34 means a 34% yield). From a dataset of Reaction yield outcomes from USPTO patents with 853,638 reactions. The yield is 0.0650. The catalyst is CN(C=O)C. The product is [NH:18]1[C:19]2[C:15](=[CH:14][C:13]([O:12][C:6]3[C:5]4[C:10](=[CH:11][C:2]([O:1][CH2:37][C@@H:38]5[NH:42][C:41](=[O:43])[CH2:40][CH2:39]5)=[C:3]([O:22][CH3:23])[CH:4]=4)[N:9]=[CH:8][N:7]=3)=[CH:21][CH:20]=2)[CH:16]=[CH:17]1. The reactants are [OH:1][C:2]1[CH:11]=[C:10]2[C:5]([C:6]([O:12][C:13]3[CH:14]=[C:15]4[C:19](=[CH:20][CH:21]=3)[NH:18][CH:17]=[CH:16]4)=[N:7][CH:8]=[N:9]2)=[CH:4][C:3]=1[O:22][CH3:23].C(=O)([O-])[O-].C1(C)C=CC(S([CH2:37][C@@H:38]2[NH:42][C:41](=[O:43])[CH2:40][CH2:39]2)(=O)=O)=CC=1.